This data is from Catalyst prediction with 721,799 reactions and 888 catalyst types from USPTO. The task is: Predict which catalyst facilitates the given reaction. Reactant: [CH2:1]([OH:23])[C@H:2]1[O:7][C@H:6]([O:8][C@H:9]2[O:14][C@H:13]([CH2:15][OH:16])[C@@H:12]([OH:17])[C@H:11]([OH:18])[C@H:10]2[OH:19])[C@H:5]([OH:20])[C@@H:4]([OH:21])[C@@H:3]1[OH:22].O.O.[NH2:26][CH2:27][C:28]([OH:30])=[O:29]. Product: [CH2:15]([OH:16])[C@H:13]1[O:14][C@H:9]([O:8][C@H:6]2[O:7][C@H:2]([CH2:1][OH:23])[C@@H:3]([OH:22])[C@H:4]([OH:21])[C@H:5]2[OH:20])[C@H:10]([OH:19])[C@@H:11]([OH:18])[C@@H:12]1[OH:17].[NH2:26][CH2:27][C:28]([OH:30])=[O:29]. The catalyst class is: 6.